This data is from Full USPTO retrosynthesis dataset with 1.9M reactions from patents (1976-2016). The task is: Predict the reactants needed to synthesize the given product. (1) Given the product [CH3:1][N:2]1[CH2:7][CH2:6][N:5]([CH2:9][C:10]2[CH:17]=[CH:16][C:13]([C:14]#[N:15])=[CH:12][CH:11]=2)[CH2:4][CH2:3]1, predict the reactants needed to synthesize it. The reactants are: [CH3:1][N:2]1[CH2:7][CH2:6][NH:5][CH2:4][CH2:3]1.Br[CH2:9][C:10]1[CH:17]=[CH:16][C:13]([C:14]#[N:15])=[CH:12][CH:11]=1. (2) Given the product [F:1][C:2]1[C:7]([F:8])=[C:6]([F:9])[CH:5]=[CH:4][C:3]=1[N:10]1[C:19](=[O:20])[C:18]2[C:13](=[C:14]([CH3:21])[CH:15]=[CH:16][CH:17]=2)[N:12]=[C:11]1[S:22][CH3:23], predict the reactants needed to synthesize it. The reactants are: [F:1][C:2]1[C:7]([F:8])=[C:6]([F:9])[CH:5]=[CH:4][C:3]=1[N:10]1[C:19](=[O:20])[C:18]2[C:13](=[C:14]([CH3:21])[CH:15]=[CH:16][CH:17]=2)[NH:12][C:11]1=[S:22].[C:23]([O-])([O-])=O.[K+].[K+].CI. (3) Given the product [C:52]([NH:56][CH2:34][C:30]1[CH:29]=[C:28]2[C:33](=[CH:32][CH:31]=1)[C@H:24]([NH:23][C:21](=[O:22])[CH2:20][CH:5]1[C:4](=[O:36])[NH:3][C:2]([CH3:37])([CH3:1])[CH2:7][N:6]1[S:8]([C:11]1[C:12]([CH3:19])=[CH:13][C:14]([CH3:18])=[CH:15][C:16]=1[CH3:17])(=[O:10])=[O:9])[CH2:25][CH2:26][CH2:27]2)([CH3:55])([CH3:54])[CH3:53], predict the reactants needed to synthesize it. The reactants are: [CH3:1][C:2]1([CH3:37])[CH2:7][N:6]([S:8]([C:11]2[C:16]([CH3:17])=[CH:15][C:14]([CH3:18])=[CH:13][C:12]=2[CH3:19])(=[O:10])=[O:9])[CH:5]([CH2:20][C:21]([NH:23][C@H:24]2[C:33]3[C:28](=[CH:29][C:30]([CH:34]=O)=[CH:31][CH:32]=3)[CH2:27][CH2:26][CH2:25]2)=[O:22])[C:4](=[O:36])[NH:3]1.[BH-](OC(C)=O)(OC(C)=O)OC(C)=O.[Na+].[C:52]([NH2:56])([CH3:55])([CH3:54])[CH3:53]. (4) Given the product [Br:1][C:2]1[CH:3]=[C:4]([CH2:8][CH2:9][CH2:10][CH2:11][C:23]#[N:24])[CH:5]=[CH:6][CH:7]=1, predict the reactants needed to synthesize it. The reactants are: [Br:1][C:2]1[CH:3]=[C:4]([CH2:8][CH2:9][CH2:10][CH2:11]OS(C2C=CC(C)=CC=2)(=O)=O)[CH:5]=[CH:6][CH:7]=1.[C-:23]#[N:24].[Na+]. (5) Given the product [CH3:70][N:71]1[CH2:76][CH2:75][CH:74]([NH:77][S:78]([N:81]2[CH2:86][CH2:85][N:84]([C:8](=[O:9])[C@@H:7]([CH2:6][C:5]3[CH:32]=[C:33]([C:34]([F:36])([F:37])[F:35])[C:2]([NH2:1])=[C:3]([Cl:38])[CH:4]=3)[CH2:11][C:12](=[O:31])[N:13]3[CH2:18][CH2:17][CH:16]([N:19]4[CH2:25][CH2:24][C:23]5[CH:26]=[CH:27][CH:28]=[CH:29][C:22]=5[NH:21][C:20]4=[O:30])[CH2:15][CH2:14]3)[CH2:83][CH2:82]2)(=[O:80])=[O:79])[CH2:73][CH2:72]1, predict the reactants needed to synthesize it. The reactants are: [NH2:1][C:2]1[C:33]([C:34]([F:37])([F:36])[F:35])=[CH:32][C:5]([CH2:6][C@@H:7]([CH2:11][C:12](=[O:31])[N:13]2[CH2:18][CH2:17][CH:16]([N:19]3[CH2:25][CH2:24][C:23]4[CH:26]=[CH:27][CH:28]=[CH:29][C:22]=4[NH:21][C:20]3=[O:30])[CH2:15][CH2:14]2)[C:8](O)=[O:9])=[CH:4][C:3]=1[Cl:38].CN(C(ON1N=NC2C=CC=CC1=2)=[N+](C)C)C.[B-](F)(F)(F)F.C(N(C(C)C)C(C)C)C.[CH3:70][N:71]1[CH2:76][CH2:75][CH:74]([NH:77][S:78]([N:81]2[CH2:86][CH2:85][NH:84][CH2:83][CH2:82]2)(=[O:80])=[O:79])[CH2:73][CH2:72]1.